Task: Predict the reactants needed to synthesize the given product.. Dataset: Full USPTO retrosynthesis dataset with 1.9M reactions from patents (1976-2016) The reactants are: Br[C:2]1[CH:3]=[C:4]([CH:18]=[CH:19][CH:20]=1)[C:5]([NH:7][CH2:8][CH2:9][CH2:10][N:11]1[CH2:16][CH2:15][N:14]([CH3:17])[CH2:13][CH2:12]1)=[O:6].[NH2:21][C:22]1[CH:23]=[C:24]([CH:34]=[CH:35][CH:36]=1)[C:25]([NH:27][C:28]1[CH:33]=[CH:32][N:31]=[CH:30][N:29]=1)=[O:26].CC(C1C=C(C(C)C)C(C2C=CC=CC=2P(C2CCCCC2)C2CCCCC2)=C(C(C)C)C=1)C.C([O-])([O-])=O.[K+].[K+]. Given the product [CH3:17][N:14]1[CH2:15][CH2:16][N:11]([CH2:10][CH2:9][CH2:8][NH:7][C:5](=[O:6])[C:4]2[CH:18]=[CH:19][CH:20]=[C:2]([NH:21][C:22]3[CH:36]=[CH:35][CH:34]=[C:24]([C:25](=[O:26])[NH:27][C:28]4[CH:33]=[CH:32][N:31]=[CH:30][N:29]=4)[CH:23]=3)[CH:3]=2)[CH2:12][CH2:13]1, predict the reactants needed to synthesize it.